From a dataset of Full USPTO retrosynthesis dataset with 1.9M reactions from patents (1976-2016). Predict the reactants needed to synthesize the given product. (1) Given the product [CH3:1][O:3][C:4](=[O:20])[NH:5][C:6](=[O:19])/[C:7](/[C:17]#[N:18])=[CH:8]\[C:9]1[CH:14]=[CH:13][C:12]([Cl:15])=[C:11]([Cl:16])[CH:10]=1, predict the reactants needed to synthesize it. The reactants are: [CH2:1]([O:3][C:4](=[O:20])[NH:5][C:6](=[O:19])/[C:7](/[C:17]#[N:18])=[CH:8]\[C:9]1[CH:14]=[CH:13][C:12]([Cl:15])=[C:11]([Cl:16])[CH:10]=1)C. (2) Given the product [C:1]([O:5][C:6](=[O:20])[NH:7][C:8]1[C:9]([C:13]2[CH:18]=[CH:17][C:16]([O:19][CH2:21][CH2:22][C:23]3[CH:28]=[CH:27][CH:26]=[CH:25][CH:24]=3)=[CH:15][N:54]=2)=[N:10][O:11][CH:12]=1)([CH3:2])([CH3:3])[CH3:4], predict the reactants needed to synthesize it. The reactants are: [C:1]([O:5][C:6](=[O:20])[NH:7][C:8]1[C:9]([C:13]2[CH:18]=[CH:17][C:16]([OH:19])=[CH:15]C=2)=[N:10][O:11][CH:12]=1)([CH3:4])([CH3:3])[CH3:2].[CH2:21](O)[CH2:22][C:23]1[CH:28]=[CH:27][CH:26]=[CH:25][CH:24]=1.C1(P(C2C=CC=CC=2)C2C=CC=CC=2)C=CC=CC=1.CCOC(/[N:54]=N/C(OCC)=O)=O. (3) Given the product [N:39]1([CH:17]2[CH2:18][CH2:19][N:14]([C:12]([NH:11][C:7]3[CH:6]=[C:5]([O:4][C:3]4[CH:21]=[CH:22][C:23]([NH:25][C:26]([NH:28][C:29](=[O:37])[CH2:30][C:31]5[CH:36]=[CH:35][CH:34]=[CH:33][CH:32]=5)=[S:27])=[CH:24][C:2]=4[F:1])[CH:10]=[CH:9][N:8]=3)=[O:13])[CH2:15][CH2:16]2)[CH2:42][CH2:41][CH2:40]1, predict the reactants needed to synthesize it. The reactants are: [F:1][C:2]1[CH:24]=[C:23]([NH:25][C:26]([NH:28][C:29](=[O:37])[CH2:30][C:31]2[CH:36]=[CH:35][CH:34]=[CH:33][CH:32]=2)=[S:27])[CH:22]=[CH:21][C:3]=1[O:4][C:5]1[CH:10]=[CH:9][N:8]=[C:7]([NH:11][C:12]([N:14]2[CH2:19][CH2:18][C:17](=O)[CH2:16][CH2:15]2)=[O:13])[CH:6]=1.Cl.[NH:39]1[CH2:42][CH2:41][CH2:40]1.C(O[BH-](OC(=O)C)OC(=O)C)(=O)C.[Na+]. (4) Given the product [Cl:11][C:8]1[CH:7]=[C:3]2[C:2](=[CH:10][CH:9]=1)[N:1]=[C:15]([CH3:16])[N:22]([CH:23]1[CH2:28][CH2:27][C:26](=[O:29])[NH:25][C:24]1=[O:30])[C:4]2=[O:6], predict the reactants needed to synthesize it. The reactants are: [NH2:1][C:2]1[CH:10]=[CH:9][C:8]([Cl:11])=[CH:7][C:3]=1[C:4]([OH:6])=O.N1[CH:16]=[CH:15]N=C1.C(Cl)(=O)C.Cl.[NH2:22][CH:23]1[CH2:28][CH2:27][C:26](=[O:29])[NH:25][C:24]1=[O:30].P(OC1C=CC=CC=1)(OC1C=CC=CC=1)OC1C=CC=CC=1. (5) The reactants are: Br[C:2]1[C:11]2[C:6](=[CH:7][CH:8]=[CH:9][CH:10]=2)[C:5]([CH3:12])=[CH:4][CH:3]=1.O1CCCC1.C([Li])CCC.[B:23](OCC)([O:27]CC)[O:24]CC. Given the product [CH3:12][C:5]1[C:6]2[C:11](=[CH:10][CH:9]=[CH:8][CH:7]=2)[C:2]([B:23]([OH:27])[OH:24])=[CH:3][CH:4]=1, predict the reactants needed to synthesize it. (6) The reactants are: Br[C:2]1[C:7]([O:8][C:9]2[CH:16]=[CH:15][C:12]([C:13]#[N:14])=[CH:11][CH:10]=2)=[C:6]([CH:17]2[CH2:21][CH2:20][CH2:19][CH2:18]2)[C:5]([O:22][CH3:23])=[CH:4][CH:3]=1.C(=O)([O-])[O-].[Na+].[Na+].O.C(OCC)C. Given the product [CH:17]1([C:6]2[C:7]3[O:8][C:9]4[CH:16]=[CH:15][C:12]([C:13]#[N:14])=[CH:11][C:10]=4[C:2]=3[CH:3]=[CH:4][C:5]=2[O:22][CH3:23])[CH2:21][CH2:20][CH2:19][CH2:18]1, predict the reactants needed to synthesize it. (7) Given the product [Cl:1][C:2]1[N:3]=[CH:4][C:5]([C:6](=[O:8])[C:14]([F:17])([F:16])[F:15])=[CH:10][CH:11]=1, predict the reactants needed to synthesize it. The reactants are: [Cl:1][C:2]1[CH:11]=[CH:10][C:5]([C:6]([O:8]C)=O)=[CH:4][N:3]=1.C[Si](C)(C)[C:14]([F:17])([F:16])[F:15].Cl.C(OCC)(=O)C. (8) Given the product [N+:1]([CH2:4][CH2:5][CH:6]1[O:10][CH2:9][CH2:8][O:7]1)([O-:3])=[O:2], predict the reactants needed to synthesize it. The reactants are: [N+:1]([CH2:4][CH2:5][CH:6]=[O:7])([O-:3])=[O:2].[CH2:8](O)[CH2:9][OH:10].O.C1(C)C=CC(S(O)(=O)=O)=CC=1. (9) The reactants are: Cl[CH2:2][C:3](=O)[CH3:4].[CH3:6][C:7]1[CH:12]=[CH:11][CH:10]=[CH:9][N:8]=1. Given the product [CH3:4][C:3]1[CH:6]=[C:7]2[N:8]([CH:2]=1)[CH:9]=[CH:10][CH:11]=[CH:12]2, predict the reactants needed to synthesize it.